From a dataset of Full USPTO retrosynthesis dataset with 1.9M reactions from patents (1976-2016). Predict the reactants needed to synthesize the given product. (1) Given the product [Cl:15][C:16]1[CH:17]=[CH:18][C:19]([C:22]2[O:26][N:25]=[C:24]([C:27]([N:10]3[CH2:9][C@H:8]([CH:11]([CH3:13])[CH3:12])[NH:7][C:6](=[O:14])[C@@H:5]3[CH2:1][CH:2]([CH3:4])[CH3:3])=[O:28])[CH:23]=2)=[CH:20][CH:21]=1, predict the reactants needed to synthesize it. The reactants are: [CH2:1]([C@@H:5]1[NH:10][CH2:9][C@H:8]([CH:11]([CH3:13])[CH3:12])[NH:7][C:6]1=[O:14])[CH:2]([CH3:4])[CH3:3].[Cl:15][C:16]1[CH:21]=[CH:20][C:19]([C:22]2[O:26][N:25]=[C:24]([C:27](O)=[O:28])[CH:23]=2)=[CH:18][CH:17]=1.C([C@@H]1N(C(=O)/C=C/C2C=CC=CC=2)C[C@H](CC(C)C)NC1=O)C(C)C. (2) Given the product [CH3:1][O:2][C:3](=[O:20])[CH2:4][C:5]1[CH:10]=[CH:9][CH:8]=[C:7]([NH:11][C:12]([C:14]2[O:15][C:16]([C:22]3[O:21][CH:25]=[CH:24][CH:23]=3)=[CH:17][CH:18]=2)=[O:13])[CH:6]=1, predict the reactants needed to synthesize it. The reactants are: [CH3:1][O:2][C:3](=[O:20])[CH2:4][C:5]1[CH:10]=[CH:9][CH:8]=[C:7]([NH:11][C:12]([C:14]2[O:15][C:16](Br)=[CH:17][CH:18]=2)=[O:13])[CH:6]=1.[O:21]1[CH:25]=[CH:24][CH:23]=[C:22]1B(O)O. (3) The reactants are: [OH-].[Na+].[S:3]1[C:7]2[CH:8]=[CH:9][C:10]([CH2:12][CH2:13][OH:14])=[CH:11][C:6]=2[CH:5]=[CH:4]1.C(O)(=O)C(O)=O.Cl[CH2:22][CH2:23][CH2:24][N:25]1[CH2:28][CH:27]([O:29][C:30]([C:43]2[CH:48]=[CH:47][CH:46]=[CH:45][CH:44]=2)([C:37]2[CH:42]=[CH:41][CH:40]=[CH:39][CH:38]=2)[C:31]2[CH:36]=[CH:35][CH:34]=[CH:33][CH:32]=2)[CH2:26]1.O. Given the product [S:3]1[C:7]2[CH:8]=[CH:9][C:10]([CH2:12][CH2:13][O:14][CH2:22][CH2:23][CH2:24][N:25]3[CH2:26][CH:27]([O:29][C:30]([C:43]4[CH:48]=[CH:47][CH:46]=[CH:45][CH:44]=4)([C:37]4[CH:38]=[CH:39][CH:40]=[CH:41][CH:42]=4)[C:31]4[CH:36]=[CH:35][CH:34]=[CH:33][CH:32]=4)[CH2:28]3)=[CH:11][C:6]=2[CH:5]=[CH:4]1, predict the reactants needed to synthesize it. (4) Given the product [CH3:29][C:27]1[CH:26]=[CH:25][N:24]=[C:23]([C:21](=[O:22])[CH2:20][C:19]([C:9]2[CH:8]=[CH:7][CH:12]=[C:11]([CH2:13][N:14]3[N:51]=[N:50][CH:16]=[N:15]3)[CH:10]=2)=[O:30])[CH:28]=1, predict the reactants needed to synthesize it. The reactants are: N1(C[C:7]2[CH:8]=[C:9]([C:19](=[O:30])[CH2:20][C:21]([C:23]3[CH:28]=[C:27]([CH3:29])[CH:26]=[CH:25][N:24]=3)=[O:22])[CH:10]=[C:11]([CH2:13][N:14]3C=C[CH:16]=[N:15]3)[CH:12]=2)C=CC=N1.CC1C=CN=C(C(=O)CC(C2C=CC=C(CC[N:50]3N=NC=[N:51]3)C=2)=O)C=1. (5) Given the product [CH3:1][O:2][C:3]1[CH:4]=[C:5]2[C:10](=[CH:11][C:12]=1[O:13][CH3:14])[N:9]=[CH:8][CH:7]=[C:6]2[O:15][C:16]1[CH:22]=[CH:21][C:19]([NH:20][C:29](=[O:35])[O:28][CH:26]2[CH2:39][CH2:40][C:41]3[C:46](=[CH:45][CH:44]=[CH:43][CH:42]=3)[CH2:37]2)=[C:18]([CH3:23])[C:17]=1[CH3:24], predict the reactants needed to synthesize it. The reactants are: [CH3:1][O:2][C:3]1[CH:4]=[C:5]2[C:10](=[CH:11][C:12]=1[O:13][CH3:14])[N:9]=[CH:8][CH:7]=[C:6]2[O:15][C:16]1[CH:22]=[CH:21][C:19]([NH2:20])=[C:18]([CH3:23])[C:17]=1[CH3:24].Cl[C:26](Cl)([O:28][C:29](=[O:35])OC(Cl)(Cl)Cl)Cl.[CH2:37]1[C:46]2[C:41](=[CH:42][CH:43]=[CH:44][CH:45]=2)[CH2:40][CH2:39]C1O.C(=O)(O)[O-].[Na+]. (6) Given the product [ClH:33].[ClH:33].[F:31][C:25]1[CH:26]=[CH:27][C:28]([F:30])=[CH:29][C:24]=1[CH2:23][C@@H:8]([NH2:7])[CH2:9][C:10]1[N:14]2[CH:15]=[CH:16][C:17]3[C:22]([C:13]2=[N:12][N:11]=1)=[CH:21][CH:20]=[CH:19][CH:18]=3, predict the reactants needed to synthesize it. The reactants are: C(OC(=O)[NH:7][C@H:8]([CH2:23][C:24]1[CH:29]=[C:28]([F:30])[CH:27]=[CH:26][C:25]=1[F:31])[CH2:9][C:10]1[N:14]2[CH:15]=[CH:16][C:17]3[C:22]([C:13]2=[N:12][N:11]=1)=[CH:21][CH:20]=[CH:19][CH:18]=3)(C)(C)C.[ClH:33]. (7) The reactants are: [Cl:1][C:2]1[CH:7]=[CH:6][C:5]([O:8][C:9]2[CH:14]=[CH:13][C:12]([C:15](=[O:22])[CH2:16][C:17]([O:19][CH2:20][CH3:21])=[O:18])=[CH:11][CH:10]=2)=[CH:4][C:3]=1[CH2:23][CH3:24].[H-].[Na+].[F:27][C:28]([F:41])([O:32][C:33]1[CH:34]=[C:35]([CH2:39]Br)[CH:36]=[CH:37][CH:38]=1)[CH:29]([F:31])[F:30].O. Given the product [Cl:1][C:2]1[CH:7]=[CH:6][C:5]([O:8][C:9]2[CH:10]=[CH:11][C:12]([C:15](=[O:22])[CH:16]([CH2:39][C:35]3[CH:36]=[CH:37][CH:38]=[C:33]([O:32][C:28]([F:27])([F:41])[CH:29]([F:30])[F:31])[CH:34]=3)[C:17]([O:19][CH2:20][CH3:21])=[O:18])=[CH:13][CH:14]=2)=[CH:4][C:3]=1[CH2:23][CH3:24], predict the reactants needed to synthesize it. (8) Given the product [CH2:1]([O:3][C:4](=[O:21])[CH:5]([O:18][CH2:19][CH3:20])[CH2:6][C:7]1[CH:12]=[CH:11][C:10]([O:13][CH2:37][C:35]2[N:36]=[C:32]([C:29]3[CH:28]=[CH:27][C:26]([C:22]([CH3:25])([CH3:24])[CH3:23])=[CH:31][CH:30]=3)[O:33][C:34]=2[CH3:39])=[CH:9][C:8]=1[O:14][CH:15]([CH3:16])[CH3:17])[CH3:2], predict the reactants needed to synthesize it. The reactants are: [CH2:1]([O:3][C:4](=[O:21])[CH:5]([O:18][CH2:19][CH3:20])[CH2:6][C:7]1[CH:12]=[CH:11][C:10]([OH:13])=[CH:9][C:8]=1[O:14][CH:15]([CH3:17])[CH3:16])[CH3:2].[C:22]([C:26]1[CH:31]=[CH:30][C:29]([C:32]2[O:33][C:34]([CH3:39])=[C:35]([CH2:37]Cl)[N:36]=2)=[CH:28][CH:27]=1)([CH3:25])([CH3:24])[CH3:23].C(C1C=CC(C=O)=CC=1)(C)(C)C.O=P(Cl)(Cl)Cl.C(=O)([O-])[O-].[K+].[K+]. (9) Given the product [Br:13][C:14]1[CH:15]=[CH:16][C:17]([O:20][C:21]([F:22])([F:23])[F:24])=[C:18]([CH:19]=1)[CH:27]=[O:28], predict the reactants needed to synthesize it. The reactants are: C(NC(C)C)(C)C.C([Li])CCC.[Br:13][C:14]1[CH:19]=[CH:18][C:17]([O:20][C:21]([F:24])([F:23])[F:22])=[CH:16][CH:15]=1.N1(C=O)CC[O:28][CH2:27]C1.